From a dataset of Full USPTO retrosynthesis dataset with 1.9M reactions from patents (1976-2016). Predict the reactants needed to synthesize the given product. (1) Given the product [N:1]1[CH:6]=[CH:5][CH:4]=[CH:3][C:2]=1[CH2:7][N:8]1[C:16]2[C:11](=[CH:12][CH:13]=[CH:14][CH:15]=2)[C:10]([C:17]([OH:19])=[O:18])=[N:9]1, predict the reactants needed to synthesize it. The reactants are: [N:1]1[CH:6]=[CH:5][CH:4]=[CH:3][C:2]=1[CH2:7][N:8]1[C:16]2[C:11](=[CH:12][CH:13]=[CH:14][CH:15]=2)[C:10]([C:17]([O:19]C)=[O:18])=[N:9]1.[OH-].[Na+]. (2) The reactants are: [O:1]=[C:2]1[O:8][C@H:7]([C@H:9]([CH2:11][OH:12])[OH:10])[C:5]([OH:6])=[C:3]1[OH:4].[OH-:13].[Na+]. Given the product [OH:12][CH2:11][C@@:9]1([C@:7]2([C@H:9]([CH2:11][OH:12])[OH:10])[O:8][C:2](=[O:1])[C:3]([OH:4])=[C:5]2[OH:6])[O:10][C@H:5]([CH2:7][OH:8])[C@@H:3]([OH:4])[C@@H:2]1[OH:13], predict the reactants needed to synthesize it.